Dataset: Forward reaction prediction with 1.9M reactions from USPTO patents (1976-2016). Task: Predict the product of the given reaction. (1) Given the reactants [Cl:1][C:2]1[CH:3]=[N:4][C:5]2[N:6]([N:8]=[C:9]([C:11]([OH:13])=O)[CH:10]=2)[CH:7]=1.[CH3:14][O:15][C:16]1[CH:17]=[C:18]2[C:23](=[CH:24][CH:25]=1)[CH:22]([CH3:26])[NH:21][CH2:20][CH2:19]2, predict the reaction product. The product is: [Cl:1][C:2]1[CH:3]=[N:4][C:5]2[N:6]([N:8]=[C:9]([C:11]([N:21]3[CH2:20][CH2:19][C:18]4[C:23](=[CH:24][CH:25]=[C:16]([O:15][CH3:14])[CH:17]=4)[CH:22]3[CH3:26])=[O:13])[CH:10]=2)[CH:7]=1. (2) Given the reactants [Cl:1][C:2]1[CH:10]=[CH:9][C:8]([CH:11]2[CH2:15][CH2:14][CH:13]=[CH:12]2)=[CH:7][C:3]=1[C:4](O)=[O:5].ClC(OC(C)C)=O.CC[N:25](C(C)C)C(C)C.N, predict the reaction product. The product is: [Cl:1][C:2]1[CH:10]=[CH:9][C:8]([CH:11]2[CH2:15][CH2:14][CH:13]=[CH:12]2)=[CH:7][C:3]=1[C:4]([NH2:25])=[O:5]. (3) Given the reactants C([O:5][C:6]([CH:8]1[CH2:12][CH2:11][CH2:10][N:9]1[C:13](=[O:40])[CH2:14][O:15][C:16]1[CH:21]=[CH:20][CH:19]=[C:18]([O:22][CH3:23])[C:17]=1[O:24][CH2:25][C:26]([N:28]1[CH2:32][CH2:31][CH2:30][C@@H:29]1[C:33]([O:35]C(C)(C)C)=[O:34])=[O:27])=[O:7])(C)(C)C, predict the reaction product. The product is: [C:33]([C@H:29]1[CH2:30][CH2:31][CH2:32][N:28]1[C:26](=[O:27])[CH2:25][O:24][C:17]1[C:18]([O:22][CH3:23])=[CH:19][CH:20]=[CH:21][C:16]=1[O:15][CH2:14][C:13]([N:9]1[CH2:10][CH2:11][CH2:12][C@@H:8]1[C:6]([OH:7])=[O:5])=[O:40])([OH:35])=[O:34].